From a dataset of Full USPTO retrosynthesis dataset with 1.9M reactions from patents (1976-2016). Predict the reactants needed to synthesize the given product. (1) Given the product [Cl:26][C:27]1[CH:28]=[CH:29][C:30]([NH:33][S:34]([C:37]([F:40])([F:38])[F:39])(=[O:36])=[O:35])=[C:31]([C:15]([CH:14]2[CH2:13][CH2:20][CH2:19][CH2:18][CH2:17]2)=[N:11][O:10][CH:7]([CH3:8])[CH3:9])[CH:32]=1, predict the reactants needed to synthesize it. The reactants are: CN(C)CCN.[CH:7]([O:10][N:11]1[C:15](=O)[C:14]2=[CH:17][CH:18]=[CH:19][CH:20]=[C:13]2C1=O)([CH3:9])[CH3:8].C(O)(=O)C.[Cl:26][C:27]1[CH:32]=[CH:31][C:30]([NH:33][S:34]([C:37]([F:40])([F:39])[F:38])(=[O:36])=[O:35])=[C:29](C(C2CCCCC2)=O)[CH:28]=1. (2) Given the product [S:31]([C:28]1[CH:29]=[CH:30][C:25]([CH3:24])=[CH:26][CH:27]=1)([OH:34])(=[O:33])=[O:32].[CH3:1][N:2]1[CH2:8][C@@H:7]2[C@H:3]1[CH2:4][N:5]([C:9]1[CH:10]=[C:11]([C:15]3[CH:23]=[C:22]4[C:18]([CH:19]=[CH:20][NH:21]4)=[CH:17][CH:16]=3)[CH:12]=[N:13][CH:14]=1)[CH2:6]2, predict the reactants needed to synthesize it. The reactants are: [CH3:1][N:2]1[CH2:8][C@@H:7]2[C@H:3]1[CH2:4][N:5]([C:9]1[CH:10]=[C:11]([C:15]3[CH:23]=[C:22]4[C:18]([CH:19]=[CH:20][NH:21]4)=[CH:17][CH:16]=3)[CH:12]=[N:13][CH:14]=1)[CH2:6]2.[CH3:24][C:25]1[CH:26]=[CH:27][C:28]([S:31]([OH:34])(=[O:33])=[O:32])=[CH:29][CH:30]=1.O. (3) Given the product [CH2:33]([N:30]([CH2:31][CH3:32])[S:27]([C:24]1[CH:25]=[CH:26][C:21]([NH:13][C:9]2[N:8]=[C:7]([C:4]3[N:3]([CH:14]4[CH2:19][CH2:18][O:17][CH2:16][CH2:15]4)[C:2]([CH3:1])=[N:6][CH:5]=3)[CH:12]=[CH:11][N:10]=2)=[CH:22][CH:23]=1)(=[O:28])=[O:29])[CH3:34], predict the reactants needed to synthesize it. The reactants are: [CH3:1][C:2]1[N:3]([CH:14]2[CH2:19][CH2:18][O:17][CH2:16][CH2:15]2)[C:4]([C:7]2[CH:12]=[CH:11][N:10]=[C:9]([NH2:13])[N:8]=2)=[CH:5][N:6]=1.Br[C:21]1[CH:26]=[CH:25][C:24]([S:27]([N:30]([CH2:33][CH3:34])[CH2:31][CH3:32])(=[O:29])=[O:28])=[CH:23][CH:22]=1.C([O-])([O-])=O.[Cs+].[Cs+].